From a dataset of Catalyst prediction with 721,799 reactions and 888 catalyst types from USPTO. Predict which catalyst facilitates the given reaction. (1) Reactant: [NH2:1][C:2]1[C:7]([Cl:8])=[C:6]([CH3:9])[N:5]=[C:4]([CH3:10])[N:3]=1.[CH2:11]([O:18][C:19]1[CH:20]=[C:21]([CH:24]=[CH:25][C:26]=1[O:27][CH3:28])[CH2:22]Cl)[C:12]1[CH:17]=[CH:16][CH:15]=[CH:14][CH:13]=1.[H-].[Na+]. Product: [CH2:11]([O:18][C:19]1[CH:20]=[C:21]([CH:24]=[CH:25][C:26]=1[O:27][CH3:28])[CH2:22][NH:1][C:2]1[C:7]([Cl:8])=[C:6]([CH3:9])[N:5]=[C:4]([CH3:10])[N:3]=1)[C:12]1[CH:13]=[CH:14][CH:15]=[CH:16][CH:17]=1. The catalyst class is: 60. (2) Reactant: [C:1]([NH:11][NH2:12])(=[O:10])[C:2]1[CH:7]=[CH:6][CH:5]=[C:4]([O:8][CH3:9])[CH:3]=1.[O:13]1[CH:17]=[CH:16][C:15]([C:18](Cl)=[O:19])=[CH:14]1. Product: [O:13]1[CH:17]=[CH:16][C:15]([C:18]([C:3]2[C:4]([O:8][CH3:9])=[CH:5][CH:6]=[CH:7][C:2]=2[C:1]([NH:11][NH2:12])=[O:10])=[O:19])=[CH:14]1. The catalyst class is: 17. (3) Product: [OH:28][CH2:29][C:30]1[CH:31]=[CH:32][C:25]([C:22]2[O:23][CH:24]=[C:20]([C:39]([O:41][CH2:15][CH3:18])=[O:40])[N:21]=2)=[CH:34][CH:35]=1. The catalyst class is: 62. Reactant: F[B-](F)(F)F.C([PH+]([C:15]([CH3:18])(C)C)C(C)(C)C)(C)(C)C.Cl[C:20]1[N:21]=[C:22]([C:25]([O-])=O)[O:23][CH:24]=1.[OH:28][CH2:29][C:30]1[CH:35]=[CH:34]C(B(O)O)=[CH:32][CH:31]=1.[C:39](=O)([O-:41])[O-:40].[K+].[K+].